This data is from Reaction yield outcomes from USPTO patents with 853,638 reactions. The task is: Predict the reaction yield, written as a fraction of the theoretical maximum amount of product (1.0 means a 100% yield; for example, 0.34 means a 34% yield). (1) The reactants are [Br:1][C:2]1[CH:3]=[C:4]2[CH:11]=[CH:10][NH:9][C:5]2=[N+:6]([O-])[CH:7]=1.CS(Cl)(=O)=O.[Cl-:17].[Na+].[H-].[Na+].Cl[CH2:22][O:23][CH2:24][CH2:25][Si:26]([CH3:29])([CH3:28])[CH3:27]. The catalyst is CN(C)C=O. The product is [Br:1][C:2]1[C:3]([Cl:17])=[C:4]2[CH:11]=[CH:10][N:9]([CH2:22][O:23][CH2:24][CH2:25][Si:26]([CH3:29])([CH3:28])[CH3:27])[C:5]2=[N:6][CH:7]=1. The yield is 0.620. (2) The reactants are [Cl-].C1(P(C2C=CC=CC=2)C2C=CC3C(=CC=CC=3)C=2C2C3C(=CC=CC=3)C=CC=2P(C2C=CC=CC=2)C2C=CC=CC=2)C=CC=CC=1.[C:48]([C:50]1[CH:55]=[CH:54][C:53](B(O)O)=[CH:52][CH:51]=1)#[N:49].[CH3:59][CH:60]1[C:65](=[O:66])[CH:64]=[CH:63][CH2:62][CH2:61]1.C(=O)([O-])[O-].[K+].[K+]. The catalyst is C(O)(C)C.O1CCCC1. The product is [CH3:59][C@H:60]1[CH2:61][CH2:62][C@H:63]([C:53]2[CH:54]=[CH:55][C:50]([C:48]#[N:49])=[CH:51][CH:52]=2)[CH2:64][C:65]1=[O:66].[CH3:59][C@@H:60]1[CH2:61][CH2:62][C@H:63]([C:53]2[CH:54]=[CH:55][C:50]([C:48]#[N:49])=[CH:51][CH:52]=2)[CH2:64][C:65]1=[O:66]. The yield is 0.220.